Predict the product of the given reaction. From a dataset of Forward reaction prediction with 1.9M reactions from USPTO patents (1976-2016). (1) Given the reactants [Li][CH2:2]CCC.[CH2:6]([O:13][C:14]1[C:19]([C:20]2[CH:25]=[CH:24][CH:23]=[CH:22][N:21]=2)=[CH:18][CH:17]=[CH:16][C:15]=1[C:26]([C:28]1[CH:33]=[CH:32][CH:31]=[CH:30][CH:29]=1)=O)[C:7]1[CH:12]=[CH:11][CH:10]=[CH:9][CH:8]=1, predict the reaction product. The product is: [CH2:6]([O:13][C:14]1[C:15]([C:26]([C:28]2[CH:33]=[CH:32][CH:31]=[CH:30][CH:29]=2)=[CH2:2])=[CH:16][CH:17]=[CH:18][C:19]=1[C:20]1[CH:25]=[CH:24][CH:23]=[CH:22][N:21]=1)[C:7]1[CH:12]=[CH:11][CH:10]=[CH:9][CH:8]=1. (2) Given the reactants [N:1]1[C:10]2[C:5](=[CH:6][CH:7]=[CH:8][CH:9]=2)[CH:4]=[C:3]([NH:11][S:12]([C:15]2[C:16](N)=[N:17][CH:18]=[C:19]([Br:21])[CH:20]=2)(=[O:14])=[O:13])[CH:2]=1.N([O-])=O.[Na+].[ClH:27], predict the reaction product. The product is: [N:1]1[C:10]2[C:5](=[CH:6][CH:7]=[CH:8][CH:9]=2)[CH:4]=[C:3]([NH:11][S:12]([C:15]2[C:16]([Cl:27])=[N:17][CH:18]=[C:19]([Br:21])[CH:20]=2)(=[O:14])=[O:13])[CH:2]=1.